From a dataset of Full USPTO retrosynthesis dataset with 1.9M reactions from patents (1976-2016). Predict the reactants needed to synthesize the given product. (1) Given the product [Cl:3][C:4]1[N:9]=[C:8]2[N:10]([CH2:21][O:20][CH2:19][CH2:18][Si:17]([CH3:24])([CH3:23])[CH3:16])[CH:11]=[CH:12][C:7]2=[C:6]([N+:13]([O-:15])=[O:14])[CH:5]=1, predict the reactants needed to synthesize it. The reactants are: [H-].[Na+].[Cl:3][C:4]1[N:9]=[C:8]2[NH:10][CH:11]=[CH:12][C:7]2=[C:6]([N+:13]([O-:15])=[O:14])[CH:5]=1.[CH3:16][Si:17]([CH3:24])([CH3:23])[CH2:18][CH2:19][O:20][CH2:21]Cl. (2) Given the product [C:18]1([C:17]2[O:6][C:5]([C:7]3[CH:8]=[C:9]4[C:13](=[CH:14][CH:15]=3)[NH:12][C:11](=[O:16])[CH2:10]4)=[CH:4][N:1]=2)[CH:23]=[CH:22][CH:21]=[CH:20][CH:19]=1, predict the reactants needed to synthesize it. The reactants are: [N:1]([CH2:4][C:5]([C:7]1[CH:8]=[C:9]2[C:13](=[CH:14][CH:15]=1)[NH:12][C:11](=[O:16])[CH2:10]2)=[O:6])=[N+]=[N-].[C:17](Cl)(=O)[C:18]1[CH:23]=[CH:22][CH:21]=[CH:20][CH:19]=1.CCN(C(C)C)C(C)C.O. (3) Given the product [Br:3][C:4]1[CH:10]=[CH:9][C:7]([N:8]([CH2:15][CH3:16])[CH2:21][CH3:22])=[C:6]([C:11]([CH3:14])([CH3:13])[CH3:12])[CH:5]=1, predict the reactants needed to synthesize it. The reactants are: [H-].[Na+].[Br:3][C:4]1[CH:10]=[CH:9][C:7]([NH2:8])=[C:6]([C:11]([CH3:14])([CH3:13])[CH3:12])[CH:5]=1.[CH2:15](I)[CH3:16].[Cl-].[NH4+].O1CC[CH2:22][CH2:21]1. (4) Given the product [NH2:6][O:5][CH2:4][C:3]([NH:21][CH:18]([CH3:20])[CH3:19])=[O:2], predict the reactants needed to synthesize it. The reactants are: C[O:2][C:3](=O)[CH2:4][O:5][N:6]1C(=O)C2C(=CC=CC=2)C1=O.[CH:18]([NH2:21])([CH3:20])[CH3:19]. (5) The reactants are: Cl[C:2]1[CH:7]=[CH:6][C:5]([N+:8]([O-:10])=[O:9])=[CH:4][CH:3]=1.C(=O)([O-])[O-].[K+].[K+].[OH:17][CH:18]1[CH2:23][CH2:22][NH:21][CH2:20][CH2:19]1.O. Given the product [OH:17][CH:18]1[CH2:23][CH2:22][N:21]([C:2]2[CH:7]=[CH:6][C:5]([N+:8]([O-:10])=[O:9])=[CH:4][CH:3]=2)[CH2:20][CH2:19]1, predict the reactants needed to synthesize it. (6) Given the product [CH3:13][O:12][C:10]([C:9]1([CH3:14])[CH:8]([C:5]2[CH:4]=[CH:3][C:2]([Cl:1])=[CH:7][CH:6]=2)[CH2:24][N:25]([CH2:31][C:32]2[CH:33]=[CH:34][CH:35]=[CH:36][CH:37]=2)[CH2:26]1)=[O:11], predict the reactants needed to synthesize it. The reactants are: [Cl:1][C:2]1[CH:7]=[CH:6][C:5](/[CH:8]=[C:9](\[CH3:14])/[C:10]([O:12][CH3:13])=[O:11])=[CH:4][CH:3]=1.C(O)(C(F)(F)F)=O.CO[CH2:24][N:25]([CH2:31][C:32]1[CH:37]=[CH:36][CH:35]=[CH:34][CH:33]=1)[CH2:26][Si](C)(C)C.CCN(CC)CC. (7) Given the product [Cl:8][C:7]1[N:6]=[C:5]2[O:9][C:10]([C:16]3[CH:21]=[CH:20][C:19]([F:22])=[CH:18][CH:17]=3)=[C:11]([C:12](=[O:13])[NH:14][CH3:15])[C:4]2=[CH:3][C:2]=1[C:32]1[CH:33]=[N:34][C:25]([O:24][CH3:23])=[C:26]([CH:31]=1)[C:27]([O:29][CH3:30])=[O:28], predict the reactants needed to synthesize it. The reactants are: Br[C:2]1[CH:3]=[C:4]2[C:11]([C:12]([NH:14][CH3:15])=[O:13])=[C:10]([C:16]3[CH:21]=[CH:20][C:19]([F:22])=[CH:18][CH:17]=3)[O:9][C:5]2=[N:6][C:7]=1[Cl:8].[CH3:23][O:24][C:25]1[N:34]=[CH:33][C:32](B2OC(C)(C)C(C)(C)O2)=[CH:31][C:26]=1[C:27]([O:29][CH3:30])=[O:28].C(=O)([O-])[O-].[Cs+].[Cs+].N#N.